Predict the product of the given reaction. From a dataset of Forward reaction prediction with 1.9M reactions from USPTO patents (1976-2016). (1) Given the reactants [N+]([O-])(O)=O.N([O-])=O.[Na+].[OH:9][CH2:10][C:11]1[N:15]([CH2:16][CH3:17])[C:14](S)=[N:13][N:12]=1.C(=O)([O-])[O-].[Na+].[Na+], predict the reaction product. The product is: [CH2:16]([N:15]1[CH:14]=[N:13][N:12]=[C:11]1[CH2:10][OH:9])[CH3:17]. (2) Given the reactants [NH:1]1[C:9]2[C:4](=[N:5][CH:6]=[CH:7][CH:8]=2)[CH:3]=[C:2]1[C:10]([NH2:12])=[O:11].[C:13]1([CH3:28])[CH:18]=[CH:17][C:16]([S:19][S:19][C:16]2[CH:17]=[CH:18][C:13]([CH3:28])=[CH:14][CH:15]=2)=[CH:15][CH:14]=1, predict the reaction product. The product is: [C:13]1([CH3:28])[CH:18]=[CH:17][C:16]([S:19][C:3]2[C:4]3=[N:5][CH:6]=[CH:7][CH:8]=[C:9]3[NH:1][C:2]=2[C:10]([NH2:12])=[O:11])=[CH:15][CH:14]=1. (3) Given the reactants Cl[CH2:2][CH2:3][CH2:4][O:5][C:6]1[CH:11]=[CH:10][C:9]([C:12]2[S:13][C:14]3[CH2:19][CH2:18][C:17]([CH3:25])([C:20]([O:22][CH2:23][CH3:24])=[O:21])[C:15]=3[N:16]=2)=[CH:8][CH:7]=1.[CH3:26][CH:27]1[CH2:31][CH2:30][CH2:29][NH:28]1.[I-].[Na+].ClCCl, predict the reaction product. The product is: [CH3:25][C:17]1([C:20]([O:22][CH2:23][CH3:24])=[O:21])[C:15]2[N:16]=[C:12]([C:9]3[CH:10]=[CH:11][C:6]([O:5][CH2:4][CH2:3][CH2:2][N:28]4[CH2:29][CH2:30][CH2:31][CH:27]4[CH3:26])=[CH:7][CH:8]=3)[S:13][C:14]=2[CH2:19][CH2:18]1. (4) Given the reactants [C:1]([C:4]1[CH:22]=[CH:21][C:7]2[S:8][C:9]([CH3:20])=[C:10]([CH2:11][C:12]3[CH:17]=[CH:16][C:15]([Cl:18])=[CH:14][C:13]=3[Cl:19])[C:6]=2[CH:5]=1)([OH:3])=O.C(N1C=CN=C1)(N1C=CN=C1)=O.[CH2:35]([S:40]([NH2:43])(=[O:42])=[O:41])[CH2:36][CH2:37][CH2:38][CH3:39].C1CCN2C(=NCCC2)CC1, predict the reaction product. The product is: [Cl:19][C:13]1[CH:14]=[C:15]([Cl:18])[CH:16]=[CH:17][C:12]=1[CH2:11][C:10]1[C:6]2[CH:5]=[C:4]([C:1](=[O:3])[NH:43][S:40]([CH2:35][CH2:36][CH2:37][CH2:38][CH3:39])(=[O:42])=[O:41])[CH:22]=[CH:21][C:7]=2[S:8][C:9]=1[CH3:20]. (5) Given the reactants [Cl:1][C:2]1[CH:3]=[C:4]([C:28]([O:30][CH2:31][C:32]2([C:45]3[CH:50]=[CH:49][C:48]([F:51])=[CH:47][CH:46]=3)[CH2:37][CH2:36][N:35]([C:38]([O:40][C:41]([CH3:44])([CH3:43])[CH3:42])=[O:39])[CH2:34][CH2:33]2)=[CH2:29])[C:5]2[N:9]([CH2:10][O:11][CH2:12][CH2:13][Si:14]([CH3:17])([CH3:16])[CH3:15])[C:8](=[O:18])[N:7]([CH2:19][O:20][CH2:21][CH2:22][Si:23]([CH3:26])([CH3:25])[CH3:24])[C:6]=2[CH:27]=1, predict the reaction product. The product is: [Cl:1][C:2]1[CH:3]=[C:4]([CH:28]([O:30][CH2:31][C:32]2([C:45]3[CH:50]=[CH:49][C:48]([F:51])=[CH:47][CH:46]=3)[CH2:37][CH2:36][N:35]([C:38]([O:40][C:41]([CH3:43])([CH3:44])[CH3:42])=[O:39])[CH2:34][CH2:33]2)[CH3:29])[C:5]2[N:9]([CH2:10][O:11][CH2:12][CH2:13][Si:14]([CH3:17])([CH3:16])[CH3:15])[C:8](=[O:18])[N:7]([CH2:19][O:20][CH2:21][CH2:22][Si:23]([CH3:25])([CH3:26])[CH3:24])[C:6]=2[CH:27]=1. (6) Given the reactants [Li+].CC([N-][CH:6]([CH3:8])[CH3:7])C.[Br:9][C:10]1[CH:18]=C[C:13]([C:14]([OH:16])=[O:15])=[C:12](C)[CH:11]=1.CI, predict the reaction product. The product is: [Br:9][C:10]1[CH:11]=[CH:12][C:13]([C:14]([OH:16])=[O:15])=[C:8]([CH2:6][CH3:7])[CH:18]=1. (7) The product is: [C:1]([C:5]1[CH:6]=[CH:7][C:8]([CH2:9][N:10]2[C:35](=[O:36])[N:37]([CH2:38][CH3:39])[C:12]([CH2:13][CH2:14][CH2:15][C:16]3[CH:21]=[CH:20][N:19]=[C:18]([C:22]4[CH:27]=[CH:26][C:25]([O:28][CH2:29][CH3:30])=[C:24]([CH2:31][C:32]#[N:33])[CH:23]=4)[N:17]=3)=[N:11]2)=[CH:40][CH:41]=1)([CH3:4])([CH3:3])[CH3:2]. Given the reactants [C:1]([C:5]1[CH:41]=[CH:40][C:8]([CH2:9][N:10]([C:35]([NH:37][CH2:38][CH3:39])=[O:36])[NH:11][C:12](=O)[CH2:13][CH2:14][CH2:15][C:16]2[CH:21]=[CH:20][N:19]=[C:18]([C:22]3[CH:27]=[CH:26][C:25]([O:28][CH2:29][CH3:30])=[C:24]([CH2:31][C:32]#[N:33])[CH:23]=3)[N:17]=2)=[CH:7][CH:6]=1)([CH3:4])([CH3:3])[CH3:2].C12(CS(O)(=O)=O)C(C)(C)C(CC1)CC2=O, predict the reaction product. (8) Given the reactants [Se](=O)=[O:2].[C:4]([O:8][C:9]([NH:11][C:12]1[S:13][C:14]([CH2:23][CH3:24])=[C:15]([CH2:17][C:18]([O:20][CH2:21][CH3:22])=[O:19])[N:16]=1)=[O:10])([CH3:7])([CH3:6])[CH3:5], predict the reaction product. The product is: [C:4]([O:8][C:9]([NH:11][C:12]1[S:13][C:14]([CH2:23][CH3:24])=[C:15]([CH:17]([OH:2])[C:18]([O:20][CH2:21][CH3:22])=[O:19])[N:16]=1)=[O:10])([CH3:7])([CH3:6])[CH3:5]. (9) Given the reactants [ClH:1].[C:2]1([S:8]([N:11]2[C:19]3[CH:18]=[CH:17][CH:16]=[C:15]4[CH2:20][CH2:21][NH:22][CH2:23][C:13]([C:14]=34)=[CH:12]2)(=[O:10])=[O:9])[CH:7]=[CH:6][CH:5]=[CH:4][CH:3]=1.[C:24](O[BH-](OC(=O)C)OC(=O)C)(=O)C.[Na+].C(O)(=O)C.C=O.Cl, predict the reaction product. The product is: [ClH:1].[CH3:24][N:22]1[CH2:21][CH2:20][C:15]2[C:14]3[C:13](=[CH:12][N:11]([S:8]([C:2]4[CH:3]=[CH:4][CH:5]=[CH:6][CH:7]=4)(=[O:10])=[O:9])[C:19]=3[CH:18]=[CH:17][CH:16]=2)[CH2:23]1. (10) Given the reactants [CH:1]1[CH:2]=[CH:3][C:4]2[N:15]([C:16]([NH2:18])=[O:17])[C:14]3[CH:13]=[CH:12][CH:11]=[CH:10][C:9]=3[C@@H:8]([OH:19])[CH2:7][C:5]=2[CH:6]=1.[C:20](OC(=O)C)(=[O:22])[CH3:21].O, predict the reaction product. The product is: [CH3:21][C:20]([O:19][C@@H:8]1[C:9]2[CH:10]=[CH:11][CH:12]=[CH:13][C:14]=2[N:15]([C:16]([NH2:18])=[O:17])[C:4]2[CH:3]=[CH:2][CH:1]=[CH:6][C:5]=2[CH2:7]1)=[O:22].